From a dataset of Catalyst prediction with 721,799 reactions and 888 catalyst types from USPTO. Predict which catalyst facilitates the given reaction. (1) Reactant: [NH2:1][C:2]1[NH:3][C:4](=[O:22])[C:5]2[CH:10]=[C:9]([CH2:11][CH2:12][CH2:13][C:14]3[S:18][C:17]([C:19]([OH:21])=O)=[CH:16][CH:15]=3)[NH:8][C:6]=2[N:7]=1.CN1CCOCC1.ClC1N=C(OC)N=C(OC)N=1.Cl.[CH2:42]([O:44][C:45](=[O:55])[C@H:46]([CH2:48][CH2:49][C:50]([O:52][CH2:53][CH3:54])=[O:51])[NH2:47])[CH3:43]. Product: [CH2:42]([O:44][C:45](=[O:55])[C@@H:46]([NH:47][C:19]([C:17]1[S:18][C:14]([CH2:13][CH2:12][CH2:11][C:9]2[NH:8][C:6]3[N:7]=[C:2]([NH2:1])[NH:3][C:4](=[O:22])[C:5]=3[CH:10]=2)=[CH:15][CH:16]=1)=[O:21])[CH2:48][CH2:49][C:50]([O:52][CH2:53][CH3:54])=[O:51])[CH3:43]. The catalyst class is: 3. (2) Reactant: [CH:1]1([C:4]([C:6]2[S:7][CH:8]=[CH:9][CH:10]=2)=[O:5])[CH2:3][CH2:2]1.[Cl-].[Al+3].[Cl-].[Cl-].[Br:15]Br. Product: [Br:15][C:9]1[CH:10]=[C:6]([C:4]([CH:1]2[CH2:3][CH2:2]2)=[O:5])[S:7][CH:8]=1. The catalyst class is: 22.